This data is from Forward reaction prediction with 1.9M reactions from USPTO patents (1976-2016). The task is: Predict the product of the given reaction. (1) Given the reactants [Cl:1][C:2]1[CH:7]=[CH:6][C:5]([OH:8])=[CH:4][CH:3]=1.Cl[C:10]1[C:19]2[C:14](=[CH:15][C:16]([O:20][CH3:21])=[CH:17][CH:18]=2)[CH:13]=[C:12]([NH:22][C:23]2[CH:27]=[C:26]([CH3:28])[NH:25][N:24]=2)[N:11]=1, predict the reaction product. The product is: [Cl:1][C:2]1[CH:7]=[CH:6][C:5]([O:8][C:10]2[C:19]3[C:14](=[CH:15][C:16]([O:20][CH3:21])=[CH:17][CH:18]=3)[CH:13]=[C:12]([NH:22][C:23]3[CH:27]=[C:26]([CH3:28])[NH:25][N:24]=3)[N:11]=2)=[CH:4][CH:3]=1. (2) The product is: [OH:32][C:30]([C:17]1[S:13][C:14]([C:18]2[CH:25]=[CH:24][C:21]([C:22]#[N:23])=[C:20]([C:26]([F:27])([F:28])[F:29])[CH:19]=2)=[N:15][CH:16]=1)([C:33]1[CH:38]=[CH:37][N:36]=[CH:35][CH:34]=1)[CH3:31]. Given the reactants C(NC(C)C)(C)C.[Li]CCCC.[S:13]1[CH:17]=[CH:16][N:15]=[C:14]1[C:18]1[CH:25]=[CH:24][C:21]([C:22]#[N:23])=[C:20]([C:26]([F:29])([F:28])[F:27])[CH:19]=1.[C:30]([C:33]1[CH:38]=[CH:37][N:36]=[CH:35][CH:34]=1)(=[O:32])[CH3:31], predict the reaction product. (3) The product is: [Cl:1][C:2]1[CH:7]=[CH:6][C:5]([C@H:8]([C:19]2[CH:27]=[CH:26][C:22]([C:23]([N:31]([CH3:32])[CH3:30])=[O:24])=[CH:21][CH:20]=2)[CH2:9][C:10]([C:12]2[CH:17]=[CH:16][N:15]=[C:14]([CH3:18])[CH:13]=2)=[O:11])=[C:4]([CH3:28])[CH:3]=1. Given the reactants [Cl:1][C:2]1[CH:7]=[CH:6][C:5]([C@H:8]([C:19]2[CH:27]=[CH:26][C:22]([C:23](O)=[O:24])=[CH:21][CH:20]=2)[CH2:9][C:10]([C:12]2[CH:17]=[CH:16][N:15]=[C:14]([CH3:18])[CH:13]=2)=[O:11])=[C:4]([CH3:28])[CH:3]=1.Cl.[CH3:30][NH:31][CH3:32].F[P-](F)(F)(F)(F)F.N1(O[P+](N(C)C)(N(C)C)N(C)C)C2C=CC=CC=2N=N1, predict the reaction product. (4) Given the reactants [F:1][C:2]1[CH:7]=[CH:6][C:5]([F:8])=[CH:4][C:3]=1[C:9]1[CH2:13][N:12](C(OC(C)(C)C)=O)[C@H:11]([C:21]2[CH:26]=[CH:25][CH:24]=[CH:23][CH:22]=2)[CH:10]=1.FC(F)(F)C(O)=O.[C:34]([O:38][C:39]([NH:41][C@H:42]([C:49](O)=[O:50])[C:43]([CH3:48])([CH3:47])[C:44]([OH:46])=[O:45])=[O:40])([CH3:37])([CH3:36])[CH3:35].Cl.CN(C)CCCN=C=NCC.ON1C2N=CC=CC=2N=N1.C(N(CC)CC)C, predict the reaction product. The product is: [C:34]([O:38][C:39]([NH:41][C@H:42]([C:49]([N:12]1[CH2:13][C:9]([C:3]2[CH:4]=[C:5]([F:8])[CH:6]=[CH:7][C:2]=2[F:1])=[CH:10][C@H:11]1[C:21]1[CH:22]=[CH:23][CH:24]=[CH:25][CH:26]=1)=[O:50])[C:43]([CH3:48])([CH3:47])[C:44]([OH:46])=[O:45])=[O:40])([CH3:36])([CH3:37])[CH3:35]. (5) Given the reactants Cl.[NH2:2][OH:3].[CH:4]([NH:7][C:8]1[N:13]=[C:12]([C:14](=O)[CH3:15])[CH:11]=[C:10]([CH3:17])[N:9]=1)([CH3:6])[CH3:5].CO, predict the reaction product. The product is: [CH:4]([NH:7][C:8]1[N:13]=[C:12]([C:14](=[N:2][OH:3])[CH3:15])[CH:11]=[C:10]([CH3:17])[N:9]=1)([CH3:6])[CH3:5].